Predict the reactants needed to synthesize the given product. From a dataset of Full USPTO retrosynthesis dataset with 1.9M reactions from patents (1976-2016). (1) The reactants are: [C:1]1([OH:7])[CH:6]=[CH:5][CH:4]=[CH:3][CH:2]=1.[H-].[Na+].[Br:10][C:11]1[CH:12]=[CH:13][CH:14]=[C:15]2[C:20]=1[N:19]=[C:18](Cl)[C:17]([CH3:22])=[CH:16]2. Given the product [Br:10][C:11]1[CH:12]=[CH:13][CH:14]=[C:15]2[C:20]=1[N:19]=[C:18]([O:7][C:1]1[CH:6]=[CH:5][CH:4]=[CH:3][CH:2]=1)[C:17]([CH3:22])=[CH:16]2, predict the reactants needed to synthesize it. (2) Given the product [CH2:43]([O:42][C:34]1[C:35]([CH:40]([C:10]2[CH:11]=[CH:12][CH:13]=[CH:14][C:9]=2[O:8][CH2:1][C:2]2[CH:7]=[CH:6][CH:5]=[CH:4][CH:3]=2)[OH:41])=[C:36]([CH:37]([CH3:38])[CH3:39])[N:32]([CH2:31][CH2:30][OH:29])[N:33]=1)[C:44]1[CH:45]=[CH:46][CH:47]=[CH:48][CH:49]=1, predict the reactants needed to synthesize it. The reactants are: [CH2:1]([O:8][C:9]1[CH:14]=[CH:13][CH:12]=[CH:11][C:10]=1Br)[C:2]1[CH:7]=[CH:6][CH:5]=[CH:4][CH:3]=1.C([Li])(C)(C)C.C([O:29][CH2:30][CH2:31][N:32]1[C:36]([CH:37]([CH3:39])[CH3:38])=[C:35]([CH:40]=[O:41])[C:34]([O:42][CH2:43][C:44]2[CH:49]=[CH:48][CH:47]=[CH:46][CH:45]=2)=[N:33]1)(=O)C1C=CC=CC=1.[Cl-].[NH4+].